From a dataset of Reaction yield outcomes from USPTO patents with 853,638 reactions. Predict the reaction yield, written as a fraction of the theoretical maximum amount of product (1.0 means a 100% yield; for example, 0.34 means a 34% yield). (1) The reactants are [CH3:1][O:2][C:3]1[CH:4]=[C:5]2[C:10](=[CH:11][C:12]=1[O:13][CH3:14])[N:9]=[CH:8][N:7]=[C:6]2[N:15]1[CH2:20][CH2:19][CH:18]([OH:21])[CH2:17][CH2:16]1.Cl[C:23](OC1C=CC([N+]([O-])=O)=CC=1)=[O:24].C(N(CC)CC)C.ClC(Cl)C.[CH:46]([O:49][C:50]1[CH:56]=[CH:55][C:53]([NH2:54])=[CH:52][CH:51]=1)([CH3:48])[CH3:47]. No catalyst specified. The product is [CH3:1][O:2][C:3]1[CH:4]=[C:5]2[C:10](=[CH:11][C:12]=1[O:13][CH3:14])[N:9]=[CH:8][N:7]=[C:6]2[N:15]1[CH2:16][CH2:17][CH:18]([O:21][C:23](=[O:24])[NH:54][C:53]2[CH:55]=[CH:56][C:50]([O:49][CH:46]([CH3:48])[CH3:47])=[CH:51][CH:52]=2)[CH2:19][CH2:20]1. The yield is 0.450. (2) The reactants are [F:1][C:2]1[CH:3]=[C:4]2[C:8](=[CH:9][CH:10]=1)[NH:7][CH:6]=[CH:5]2.Cl[Si:12]([CH:19]([CH3:21])[CH3:20])([CH:16]([CH3:18])[CH3:17])[CH:13]([CH3:15])[CH3:14].[Li]CCCC.O. The catalyst is C1COCC1. The product is [F:1][C:2]1[CH:3]=[C:4]2[C:8](=[CH:9][CH:10]=1)[N:7]([Si:12]([CH:19]([CH3:21])[CH3:20])([CH:16]([CH3:18])[CH3:17])[CH:13]([CH3:15])[CH3:14])[CH:6]=[CH:5]2. The yield is 0.976. (3) The reactants are Cl[C:2]1[CH:7]=[CH:6][N:5]2[N:8]=[CH:9][C:10]([C:11]3[CH:16]=[CH:15][CH:14]=[C:13]([C:17]([F:20])([F:19])[F:18])[CH:12]=3)=[C:4]2[N:3]=1.[NH2:21][CH:22]1[CH2:27][CH2:26][CH:25]([OH:28])[CH2:24][CH2:23]1.CCN(C(C)C)C(C)C. The catalyst is CC(O)C.C([O-])(O)=O.[Na+]. The product is [F:18][C:17]([F:20])([F:19])[C:13]1[CH:12]=[C:11]([C:10]2[CH:9]=[N:8][N:5]3[CH:6]=[CH:7][C:2]([NH:21][C@H:22]4[CH2:27][CH2:26][C@H:25]([OH:28])[CH2:24][CH2:23]4)=[N:3][C:4]=23)[CH:16]=[CH:15][CH:14]=1. The yield is 0.800. (4) The reactants are [O:1]=[C:2]1[N:6]2[CH:7]=[CH:8][CH:9]=[CH:10][C:5]2=[N:4][N:3]1[CH2:11][CH2:12]OS(C1C=CC(C)=CC=1)(=O)=O.[NH:24]1[CH2:29][CH:28]=[C:27]([C:30]2[C:38]3[C:33](=[CH:34][CH:35]=[CH:36][CH:37]=3)[NH:32][CH:31]=2)[CH2:26][CH2:25]1.C(N(CC)CC)C.O. The catalyst is CS(C)=O. The product is [NH:32]1[C:33]2[C:38](=[CH:37][CH:36]=[CH:35][CH:34]=2)[C:30]([C:27]2[CH2:28][CH2:29][N:24]([CH2:12][CH2:11][N:3]3[C:2](=[O:1])[N:6]4[CH:7]=[CH:8][CH:9]=[CH:10][C:5]4=[N:4]3)[CH2:25][CH:26]=2)=[CH:31]1. The yield is 0.300.